Predict the reaction yield, written as a fraction of the theoretical maximum amount of product (1.0 means a 100% yield; for example, 0.34 means a 34% yield). From a dataset of Reaction yield outcomes from USPTO patents with 853,638 reactions. (1) The reactants are C1(C2N=[C:20]([N:17]3CC[N:17]([C:20]4[CH:25]=[CH:24][CH:23]=[CH:22]C=4OC)CC3)[C:25]3C(=C[C:22](OC)=[C:23](OC)[CH:24]=3)N=2)CC1.[NH2:32][C:33]1[C:34]([C:42]([O:44]C)=O)=[CH:35][C:36]2[O:40][CH2:39][O:38][C:37]=2[CH:41]=1.C1(C#N)CCC1.Cl.O1CCOCC1. No catalyst specified. The product is [CH:25]1([C:20]2[N:17]=[C:42]([OH:44])[C:34]3[CH:35]=[C:36]4[O:40][CH2:39][O:38][C:37]4=[CH:41][C:33]=3[N:32]=2)[CH2:24][CH2:23][CH2:22]1. The yield is 0.710. (2) The reactants are Cl[C:2]1[C:7]([C:8]#[N:9])=[CH:6][N:5]=[C:4]2[C:10]3[CH:16]=[CH:15][CH:14]=[CH:13][C:11]=3[S:12][C:3]=12.[O:17]([C:24]1[CH:30]=[CH:29][C:27]([NH2:28])=[CH:26][CH:25]=1)[C:18]1[CH:23]=[CH:22][CH:21]=[CH:20][CH:19]=1. The catalyst is C(OCCO)C. The product is [O:17]([C:24]1[CH:25]=[CH:26][C:27]([NH:28][C:2]2[C:7]([C:8]#[N:9])=[CH:6][N:5]=[C:4]3[C:10]4[CH:16]=[CH:15][CH:14]=[CH:13][C:11]=4[S:12][C:3]=23)=[CH:29][CH:30]=1)[C:18]1[CH:23]=[CH:22][CH:21]=[CH:20][CH:19]=1. The yield is 0.600.